This data is from Full USPTO retrosynthesis dataset with 1.9M reactions from patents (1976-2016). The task is: Predict the reactants needed to synthesize the given product. (1) Given the product [Cl:15][C:10]1[CH:9]=[C:8]([C:6]2[N:5]=[CH:4][N:3]=[C:2]([N:16]3[CH2:23][CH2:22][CH2:21][C@@H:17]3[C:18]([OH:20])=[O:19])[CH:7]=2)[CH:13]=[CH:12][C:11]=1[Cl:14], predict the reactants needed to synthesize it. The reactants are: Cl[C:2]1[CH:7]=[C:6]([C:8]2[CH:13]=[CH:12][C:11]([Cl:14])=[C:10]([Cl:15])[CH:9]=2)[N:5]=[CH:4][N:3]=1.[NH:16]1[CH2:23][CH2:22][CH2:21][C@@H:17]1[C:18]([OH:20])=[O:19].C(=O)([O-])[O-].[K+].[K+].Cl. (2) Given the product [ClH:17].[NH2:8][CH2:7][C:6]1[CH:12]=[C:2]([F:1])[CH:3]=[CH:4][C:5]=1[S:13]([NH2:14])(=[O:16])=[O:15], predict the reactants needed to synthesize it. The reactants are: [F:1][C:2]1[CH:3]=[CH:4][C:5]([S:13](=[O:16])(=[O:15])[NH2:14])=[C:6]([CH:12]=1)[CH2:7][NH:8]C(=O)C.[ClH:17].